Dataset: Full USPTO retrosynthesis dataset with 1.9M reactions from patents (1976-2016). Task: Predict the reactants needed to synthesize the given product. (1) Given the product [Cl:1][C:2]1[N:7]=[C:6]([C:8]2[S:33][C:32]([NH:31][CH2:30][CH2:29][O:28][CH3:27])=[N:34][C:9]=2[C:11]2[CH:16]=[CH:15][CH:14]=[C:13]([O:17][CH3:18])[CH:12]=2)[CH:5]=[CH:4][N:3]=1, predict the reactants needed to synthesize it. The reactants are: [Cl:1][C:2]1[N:7]=[C:6]([CH2:8][C:9]([C:11]2[CH:16]=[CH:15][CH:14]=[C:13]([O:17][CH3:18])[CH:12]=2)=O)[CH:5]=[CH:4][N:3]=1.C1C(=O)N(Br)C(=O)C1.[CH3:27][O:28][CH2:29][CH2:30][NH:31][C:32]([NH2:34])=[S:33]. (2) The reactants are: C(O)(C(F)(F)F)=O.C(OC([NH:15][C@@H:16]([C:18]1[C:19]([F:54])=[C:20]([C:24]2[CH:29]=[C:28]([C:30]#[C:31][C:32]3[CH:36]=[CH:35][N:34]([CH3:37])[N:33]=3)[CH:27]=[C:26]([CH2:38][O:39][C:40]3[CH:45]=[CH:44][CH:43]=[CH:42][C:41]=3[CH2:46][C:47]([O:49]C(C)(C)C)=[O:48])[CH:25]=2)[CH:21]=[CH:22][CH:23]=1)[CH3:17])=O)(C)(C)C. Given the product [NH2:15][C@@H:16]([C:18]1[C:19]([F:54])=[C:20]([C:24]2[CH:29]=[C:28]([C:30]#[C:31][C:32]3[CH:36]=[CH:35][N:34]([CH3:37])[N:33]=3)[CH:27]=[C:26]([CH2:38][O:39][C:40]3[CH:45]=[CH:44][CH:43]=[CH:42][C:41]=3[CH2:46][C:47]([OH:49])=[O:48])[CH:25]=2)[CH:21]=[CH:22][CH:23]=1)[CH3:17], predict the reactants needed to synthesize it. (3) Given the product [NH2:28][C:29]1[CH:30]=[C:31]([CH:35]=[C:36]([Br:38])[CH:37]=1)[C:32]([NH:9][CH2:8][CH2:7][N:4]1[CH2:5][CH2:6][O:1][CH2:2][CH2:3]1)=[O:33], predict the reactants needed to synthesize it. The reactants are: [O:1]1[CH2:6][CH2:5][N:4]([CH2:7][CH2:8][NH2:9])[CH2:3][CH2:2]1.C(P1(=O)OP(CCC)(=O)OP(CCC)(=O)O1)CC.[NH2:28][C:29]1[CH:30]=[C:31]([CH:35]=[C:36]([Br:38])[CH:37]=1)[C:32](O)=[O:33]. (4) Given the product [Cl:1][C:2]1[N:3]=[C:4]2[N:12]([CH2:24][C:25](=[O:30])[C:26]([CH3:29])([CH3:28])[CH3:27])[C@H:11]([C:13]([F:14])([F:15])[F:16])[CH2:10][CH2:9][N:5]2[C:6](=[O:8])[CH:7]=1, predict the reactants needed to synthesize it. The reactants are: [Cl:1][C:2]1[N:3]=[C:4]2[NH:12][C@H:11]([C:13]([F:16])([F:15])[F:14])[CH2:10][CH2:9][N:5]2[C:6](=[O:8])[CH:7]=1.C(=O)([O-])[O-].[Cs+].[Cs+].Br[CH2:24][C:25](=[O:30])[C:26]([CH3:29])([CH3:28])[CH3:27].